Dataset: Catalyst prediction with 721,799 reactions and 888 catalyst types from USPTO. Task: Predict which catalyst facilitates the given reaction. The catalyst class is: 155. Product: [Br:13][C:6]1[CH:7]=[CH:8][CH:9]=[C:10]2[C:5]=1[CH2:4][C:3]([NH:2][C:19]([O:21][C:22]([CH3:25])([CH3:24])[CH3:23])=[O:20])([C:14]([OH:16])=[O:15])[CH2:12][CH2:11]2. Reactant: Cl.[NH2:2][C:3]1([C:14]([OH:16])=[O:15])[CH2:12][CH2:11][C:10]2[C:5](=[C:6]([Br:13])[CH:7]=[CH:8][CH:9]=2)[CH2:4]1.[OH-].[Na+].[C:19](O[C:19]([O:21][C:22]([CH3:25])([CH3:24])[CH3:23])=[O:20])([O:21][C:22]([CH3:25])([CH3:24])[CH3:23])=[O:20].